This data is from Forward reaction prediction with 1.9M reactions from USPTO patents (1976-2016). The task is: Predict the product of the given reaction. (1) Given the reactants [F:1][C:2]([F:42])([F:41])[C:3]1[CH:4]=[C:5]([C:13]([CH3:40])([CH3:39])[C:14]([N:16]([CH3:38])[C:17]2[C:18]([C:31]3[CH:36]=[CH:35][CH:34]=[CH:33][C:32]=3[CH3:37])=[CH:19][C:20]([NH:23][C:24]([CH2:26][O:27]C(=O)C)=[O:25])=[N:21][CH:22]=2)=[O:15])[CH:6]=[C:7]([C:9]([F:12])([F:11])[F:10])[CH:8]=1.[CH3:43][Si](C)(C)[N-][Si](C)(C)C.[K+].CI.[Cl-].[NH4+], predict the reaction product. The product is: [F:1][C:2]([F:42])([F:41])[C:3]1[CH:4]=[C:5]([C:13]([CH3:39])([CH3:40])[C:14]([N:16]([C:17]2[CH:22]=[N:21][C:20]([N:23]([C:24](=[O:25])[CH2:26][OH:27])[CH3:43])=[CH:19][C:18]=2[C:31]2[CH:36]=[CH:35][CH:34]=[CH:33][C:32]=2[CH3:37])[CH3:38])=[O:15])[CH:6]=[C:7]([C:9]([F:12])([F:10])[F:11])[CH:8]=1. (2) Given the reactants [F:1][C:2]([F:51])([F:50])[C:3]1[CH:4]=[C:5]([C@H:13]2[O:17][C:16](=[O:18])[N:15]([CH2:19][C:20]3[CH:25]=[C:24]([C:26]([F:29])([F:28])[F:27])[CH:23]=[CH:22][C:21]=3[C:30]3[CH:31]=[C:32]([C:38]4[CH:43]=[CH:42][C:41]([C:44]([O:46]C)=[O:45])=[CH:40][C:39]=4[CH3:48])[C:33]([F:37])=[CH:34][C:35]=3[F:36])[C@H:14]2[CH3:49])[CH:6]=[C:7]([C:9]([F:12])([F:11])[F:10])[CH:8]=1.O.[OH-].[Li+].O, predict the reaction product. The product is: [F:51][C:2]([F:1])([F:50])[C:3]1[CH:4]=[C:5]([C@H:13]2[O:17][C:16](=[O:18])[N:15]([CH2:19][C:20]3[CH:25]=[C:24]([C:26]([F:27])([F:28])[F:29])[CH:23]=[CH:22][C:21]=3[C:30]3[CH:31]=[C:32]([C:38]4[CH:43]=[CH:42][C:41]([C:44]([OH:46])=[O:45])=[CH:40][C:39]=4[CH3:48])[C:33]([F:37])=[CH:34][C:35]=3[F:36])[C@H:14]2[CH3:49])[CH:6]=[C:7]([C:9]([F:12])([F:11])[F:10])[CH:8]=1. (3) Given the reactants [Cl:1][C:2]1[CH:9]=[C:8](F)[CH:7]=[CH:6][C:3]=1[CH:4]=[O:5].[CH3:11][S:12]([O-:14])=[O:13].[Na+], predict the reaction product. The product is: [Cl:1][C:2]1[CH:9]=[C:8]([S:12]([CH3:11])(=[O:14])=[O:13])[CH:7]=[CH:6][C:3]=1[CH:4]=[O:5]. (4) Given the reactants [CH3:1][NH:2][C:3]1[C:4]([NH2:13])=[C:5]2[C:10](=[CH:11][CH:12]=1)[N:9]=[CH:8][CH:7]=[N:6]2.[OH:14][CH2:15][C:16](O)=O, predict the reaction product. The product is: [CH3:1][N:2]1[C:3]2[C:4](=[C:5]3[C:10](=[CH:11][CH:12]=2)[N:9]=[CH:8][CH:7]=[N:6]3)[N:13]=[C:16]1[CH2:15][OH:14]. (5) Given the reactants [Cl:1][CH2:2][CH2:3][CH2:4][CH2:5][CH2:6][CH2:7][O:8][CH2:9][CH2:10][O:11][CH2:12][CH2:13][NH:14][C:15]([C:17]1[CH:22]=[CH:21][C:20]([CH2:23][NH:24][C:25](=[O:48])[CH2:26][CH2:27][O:28][CH2:29][CH2:30][O:31][CH2:32][CH2:33][O:34][CH2:35][CH2:36][O:37][CH2:38][CH2:39][NH:40]C(=O)OC(C)(C)C)=[CH:19][CH:18]=1)=[O:16].Cl.O1CCOCC1, predict the reaction product. The product is: [ClH:1].[NH2:40][CH2:39][CH2:38][O:37][CH2:36][CH2:35][O:34][CH2:33][CH2:32][O:31][CH2:30][CH2:29][O:28][CH2:27][CH2:26][C:25]([NH:24][CH2:23][C:20]1[CH:19]=[CH:18][C:17]([C:15](=[O:16])[NH:14][CH2:13][CH2:12][O:11][CH2:10][CH2:9][O:8][CH2:7][CH2:6][CH2:5][CH2:4][CH2:3][CH2:2][Cl:1])=[CH:22][CH:21]=1)=[O:48].